Predict the product of the given reaction. From a dataset of Forward reaction prediction with 1.9M reactions from USPTO patents (1976-2016). (1) Given the reactants Cl[C:2]([O:4][CH2:5][CH2:6][CH2:7][CH3:8])=[O:3].[F:9][C:10]1[CH:26]=[CH:25][C:13]([C:14]([NH:16][S:17]([N:20]([CH:22]([CH3:24])[CH3:23])[CH3:21])(=[O:19])=[O:18])=[O:15])=[CH:12][C:11]=1[NH2:27], predict the reaction product. The product is: [F:9][C:10]1[CH:26]=[CH:25][C:13]([C:14]([NH:16][S:17]([N:20]([CH:22]([CH3:23])[CH3:24])[CH3:21])(=[O:19])=[O:18])=[O:15])=[CH:12][C:11]=1[NH:27][C:2]([O:4][CH2:5][CH2:6][CH2:7][CH3:8])=[O:3]. (2) Given the reactants [NH2:1][C:2]1[S:3][C:4]2[CH2:13][CH2:12][CH:11]([OH:14])[C:10]3[C:6](=[CH:7][N:8]([CH2:15][C:16]4[CH:21]=[CH:20][C:19]([O:22][CH3:23])=[CH:18][CH:17]=4)[N:9]=3)[C:5]=2[N:24]=1.[CH3:25][C:26]1[CH:31]=[CH:30][N:29]=[C:28](Cl)[N:27]=1.CC1(C)C2C(=C(P(C3C=CC=CC=3)C3C=CC=CC=3)C=CC=2)OC2C(P(C3C=CC=CC=3)C3C=CC=CC=3)=CC=CC1=2.C([O-])([O-])=O.[K+].[K+], predict the reaction product. The product is: [CH3:23][O:22][C:19]1[CH:20]=[CH:21][C:16]([CH2:15][N:8]2[CH:7]=[C:6]3[C:10]([CH:11]([OH:14])[CH2:12][CH2:13][C:4]4[S:3][C:2]([NH:1][C:28]5[N:27]=[C:26]([CH3:25])[CH:31]=[CH:30][N:29]=5)=[N:24][C:5]=43)=[N:9]2)=[CH:17][CH:18]=1. (3) Given the reactants [CH3:1][O:2][C:3]([C:5]1[CH:6]=[C:7]2[C:12](=[CH:13][CH:14]=1)[NH:11][CH:10]([C:15]1[CH:20]=[C:19]([F:21])[CH:18]=[C:17](Br)[CH:16]=1)[CH2:9][C:8]2([CH3:24])[CH3:23])=[O:4].[NH:25]1[CH2:30][CH2:29][O:28][CH2:27][CH2:26]1.Cl.CN(C)CC(O)=O.C(=O)([O-])[O-].[K+].[K+], predict the reaction product. The product is: [CH3:1][O:2][C:3]([C:5]1[CH:6]=[C:7]2[C:12](=[CH:13][CH:14]=1)[NH:11][CH:10]([C:15]1[CH:16]=[C:17]([N:25]3[CH2:30][CH2:29][O:28][CH2:27][CH2:26]3)[CH:18]=[C:19]([F:21])[CH:20]=1)[CH2:9][C:8]2([CH3:24])[CH3:23])=[O:4]. (4) Given the reactants Cl[CH2:2][CH2:3][C:4]([NH:6][C:7]1[CH:12]=[CH:11][C:10]([OH:13])=[CH:9][CH:8]=1)=[O:5].[Al+3].[Cl-].[Cl-].[Cl-], predict the reaction product. The product is: [OH:13][C:10]1[CH:9]=[C:8]2[C:7](=[CH:12][CH:11]=1)[NH:6][C:4](=[O:5])[CH2:3][CH2:2]2.